Dataset: Forward reaction prediction with 1.9M reactions from USPTO patents (1976-2016). Task: Predict the product of the given reaction. (1) Given the reactants C[O:2][C:3](=[O:50])[C:4]1[CH:9]=[CH:8][CH:7]=[CH:6][C:5]=1[O:10][C:11]1[CH:16]=[CH:15][CH:14]=[C:13]([O:17][CH2:18][CH2:19][CH2:20][O:21][C:22]2[CH:27]=[C:26]([O:28]CC3C=CC=CC=3)[C:25](B3OC(C)(C)C(C)(C)O3)=[CH:24][C:23]=2[CH2:45][CH3:46])[C:12]=1[CH2:47][CH2:48][CH3:49].Br[C:52]1[S:53][CH:54]=[CH:55][N:56]=1.C(=O)([O-])[O-].[Cs+].[Cs+], predict the reaction product. The product is: [CH2:45]([C:23]1[CH:24]=[C:25]([C:52]2[S:53][CH:54]=[CH:55][N:56]=2)[C:26]([OH:28])=[CH:27][C:22]=1[O:21][CH2:20][CH2:19][CH2:18][O:17][C:13]1[C:12]([CH2:47][CH2:48][CH3:49])=[C:11]([CH:16]=[CH:15][CH:14]=1)[O:10][C:5]1[CH:6]=[CH:7][CH:8]=[CH:9][C:4]=1[C:3]([OH:50])=[O:2])[CH3:46]. (2) The product is: [CH:1]1([NH:4][C:5](=[O:47])[NH:6][C:7]2[CH:45]=[CH:44][C:10]([O:11][C:12]3[CH:17]=[CH:16][N:15]=[C:14]4[CH:18]=[C:19]([C:21]5[N:26]=[CH:25][C:24]([CH2:27][N:28]([CH:35]6[CH2:36][N:37]([C:39](=[O:43])[NH:40][CH2:41][CH3:42])[CH2:38]6)[CH2:29][C:30]([OH:32])=[O:31])=[CH:23][CH:22]=5)[S:20][C:13]=34)=[C:9]([F:46])[CH:8]=2)[CH2:2][CH2:3]1. Given the reactants [CH:1]1([NH:4][C:5](=[O:47])[NH:6][C:7]2[CH:45]=[CH:44][C:10]([O:11][C:12]3[CH:17]=[CH:16][N:15]=[C:14]4[CH:18]=[C:19]([C:21]5[N:26]=[CH:25][C:24]([CH2:27][N:28]([CH:35]6[CH2:38][N:37]([C:39](=[O:43])[NH:40][CH2:41][CH3:42])[CH2:36]6)[CH2:29][C:30]([O:32]CC)=[O:31])=[CH:23][CH:22]=5)[S:20][C:13]=34)=[C:9]([F:46])[CH:8]=2)[CH2:3][CH2:2]1.[OH-].[Na+], predict the reaction product.